Dataset: Forward reaction prediction with 1.9M reactions from USPTO patents (1976-2016). Task: Predict the product of the given reaction. (1) Given the reactants [OH:1][C@H:2]1[CH2:7][CH2:6][C@H:5]2[C@H:8]3[C@H:17]([CH2:18][CH2:19][C@:3]12[CH3:4])[C@@H:16]1[C@H:11]([CH2:12][C:13](=O)[CH:14]=[CH:15]1)[CH2:10][CH2:9]3.C[O-].[Na+].Cl, predict the reaction product. The product is: [CH3:4][C@:3]12[CH2:19][CH2:18][C@H:17]3[C@@H:8]([CH2:9][CH2:10][C:11]4[CH:12]=[CH:13][CH:14]=[CH:15][C:16]=43)[C@@H:5]1[CH2:6][CH2:7][C@@H:2]2[OH:1]. (2) Given the reactants CN(C(ON1N=NC2C=CC=NC1=2)=[N+](C)C)C.F[P-](F)(F)(F)(F)F.[O:25]=[C:26]1[N:32]([CH:33]2[CH2:38][CH2:37][N:36]([C:39]([O:41][C@@H:42]([C:54]([OH:56])=O)[CH2:43][C:44]3[CH:49]=[C:48]([CH3:50])[C:47]([OH:51])=[C:46]([O:52][CH3:53])[CH:45]=3)=[O:40])[CH2:35][CH2:34]2)[CH2:31][CH2:30][C:29]2[CH:57]=[CH:58][CH:59]=[CH:60][C:28]=2[NH:27]1.C(N(C(C)C)C(C)C)C.[O:70]1[CH2:75][CH2:74][CH:73]([N:76]2[CH2:81][CH2:80][NH:79][CH2:78][CH2:77]2)[CH2:72][CH2:71]1, predict the reaction product. The product is: [O:25]=[C:26]1[N:32]([CH:33]2[CH2:34][CH2:35][N:36]([C:39]([O:41][C@H:42]([CH2:43][C:44]3[CH:49]=[C:48]([CH3:50])[C:47]([OH:51])=[C:46]([O:52][CH3:53])[CH:45]=3)[C:54](=[O:56])[N:79]3[CH2:78][CH2:77][N:76]([CH:73]4[CH2:74][CH2:75][O:70][CH2:71][CH2:72]4)[CH2:81][CH2:80]3)=[O:40])[CH2:37][CH2:38]2)[CH2:31][CH2:30][C:29]2[CH:57]=[CH:58][CH:59]=[CH:60][C:28]=2[NH:27]1. (3) Given the reactants [CH2:1]([N:8]1[N:17]=[C:16]([CH2:18][C:19]2[C:27]3[C:22](=[CH:23][CH:24]=[C:25]([Cl:28])[CH:26]=3)[NH:21][C:20]=2[CH3:29])[C:15]2[C:10](=[CH:11][CH:12]=[CH:13][CH:14]=2)[C:9]1=[O:30])[C:2]1[CH:7]=[CH:6][CH:5]=[CH:4][CH:3]=1.Br[CH2:32][C:33]([O:35][CH3:36])=[O:34].C(=O)([O-])[O-].[K+].[K+].CN(C=O)C, predict the reaction product. The product is: [CH2:1]([N:8]1[C:9](=[O:30])[C:10]2[C:15](=[CH:14][CH:13]=[CH:12][CH:11]=2)[C:16]([CH2:18][C:19]2[C:27]3[C:22](=[CH:23][CH:24]=[C:25]([Cl:28])[CH:26]=3)[N:21]([CH2:32][C:33]([O:35][CH3:36])=[O:34])[C:20]=2[CH3:29])=[N:17]1)[C:2]1[CH:7]=[CH:6][CH:5]=[CH:4][CH:3]=1.